Dataset: Forward reaction prediction with 1.9M reactions from USPTO patents (1976-2016). Task: Predict the product of the given reaction. Given the reactants [H-].[Na+].Cl.[Br:4][C:5]1[CH:9]=[N:8][NH:7][C:6]=1[O:10][CH3:11].CS(O[CH:17]1[CH2:22][CH2:21][N:20]([C:23]([O:25][C:26]([CH3:29])([CH3:28])[CH3:27])=[O:24])[CH2:19][CH2:18]1)(=O)=O, predict the reaction product. The product is: [Br:4][C:5]1[C:6]([O:10][CH3:11])=[N:7][N:8]([CH:17]2[CH2:22][CH2:21][N:20]([C:23]([O:25][C:26]([CH3:29])([CH3:28])[CH3:27])=[O:24])[CH2:19][CH2:18]2)[CH:9]=1.